This data is from Forward reaction prediction with 1.9M reactions from USPTO patents (1976-2016). The task is: Predict the product of the given reaction. (1) Given the reactants [CH:1]([P:3](=[O:17])([CH:15]=[CH2:16])[C:4]1[CH:9]=[CH:8][C:7]([N+:10]([O-:12])=[O:11])=[C:6]([O:13][CH3:14])[CH:5]=1)=[CH2:2].[CH2:18]([NH2:25])[C:19]1[CH:24]=[CH:23][CH:22]=[CH:21][CH:20]=1, predict the reaction product. The product is: [CH2:18]([N:25]1[CH2:16][CH2:15][P:3](=[O:17])([C:4]2[CH:9]=[CH:8][C:7]([N+:10]([O-:12])=[O:11])=[C:6]([O:13][CH3:14])[CH:5]=2)[CH2:1][CH2:2]1)[C:19]1[CH:24]=[CH:23][CH:22]=[CH:21][CH:20]=1. (2) Given the reactants [C:1]([C:5]1[CH:6]=[C:7]([NH:16][C:17](=[O:66])[NH:18][C:19]2[C:28]3[C:23](=[CH:24][CH:25]=[CH:26][CH:27]=3)[C:22]([O:29][C:30]3[CH:35]=[CH:34][N:33]=[C:32]([NH:36][C:37]4[CH:38]=[C:39]([CH:51]=[C:52]([C:54]#[C:55][Si](C(C)C)(C(C)C)C(C)C)[CH:53]=4)[C:40]([NH:42][CH2:43][CH2:44][N:45]4[CH2:50][CH2:49][O:48][CH2:47][CH2:46]4)=[O:41])[CH:31]=3)=[CH:21][CH:20]=2)[CH:8]=[C:9]([NH:11][S:12]([CH3:15])(=[O:14])=[O:13])[CH:10]=1)([CH3:4])([CH3:3])[CH3:2], predict the reaction product. The product is: [C:1]([C:5]1[CH:6]=[C:7]([NH:16][C:17](=[O:66])[NH:18][C:19]2[C:28]3[C:23](=[CH:24][CH:25]=[CH:26][CH:27]=3)[C:22]([O:29][C:30]3[CH:35]=[CH:34][N:33]=[C:32]([NH:36][C:37]4[CH:38]=[C:39]([CH:51]=[C:52]([C:54]#[CH:55])[CH:53]=4)[C:40]([NH:42][CH2:43][CH2:44][N:45]4[CH2:50][CH2:49][O:48][CH2:47][CH2:46]4)=[O:41])[CH:31]=3)=[CH:21][CH:20]=2)[CH:8]=[C:9]([NH:11][S:12]([CH3:15])(=[O:14])=[O:13])[CH:10]=1)([CH3:4])([CH3:3])[CH3:2].